From a dataset of Full USPTO retrosynthesis dataset with 1.9M reactions from patents (1976-2016). Predict the reactants needed to synthesize the given product. (1) The reactants are: [C:1]([O:5][C:6]([N:8]1[CH2:13][CH2:12][N:11]([C:14]2[C:15](=[O:33])[N:16]([CH2:29][CH:30]([CH3:32])[CH3:31])[N:17]=[C:18]([C:21]3[CH:26]=[CH:25][C:24](C)=[C:23]([F:28])[CH:22]=3)[C:19]=2[CH3:20])[CH2:10][CH2:9]1)=[O:7])([CH3:4])([CH3:3])[CH3:2].[F:34]C1C=C(C2C=C(COS(C)(=O)=O)C(=O)N(CC(C)C)N=2)C=CC=1F.N1(C(OC(C)(C)C)=O)CCNCC1. Given the product [C:1]([O:5][C:6]([N:8]1[CH2:9][CH2:10][N:11]([C:14]2[C:15](=[O:33])[N:16]([CH2:29][CH:30]([CH3:32])[CH3:31])[N:17]=[C:18]([C:21]3[CH:26]=[CH:25][C:24]([F:34])=[C:23]([F:28])[CH:22]=3)[C:19]=2[CH3:20])[CH2:12][CH2:13]1)=[O:7])([CH3:3])([CH3:2])[CH3:4], predict the reactants needed to synthesize it. (2) Given the product [C:11]([C:9]1[CH:8]=[CH:7][C:5]([N:6]2[C:24]([CH3:25])=[CH:23][CH:19]=[C:20]2[CH3:22])=[C:4]([N+:1]([O-:3])=[O:2])[CH:10]=1)([CH3:14])([CH3:13])[CH3:12], predict the reactants needed to synthesize it. The reactants are: [N+:1]([C:4]1[CH:10]=[C:9]([C:11]([CH3:14])([CH3:13])[CH3:12])[CH:8]=[CH:7][C:5]=1[NH2:6])([O-:3])=[O:2].CC(O)=O.[CH2:19]([CH2:23][C:24](=O)[CH3:25])[C:20]([CH3:22])=O.